The task is: Predict the reactants needed to synthesize the given product.. This data is from Full USPTO retrosynthesis dataset with 1.9M reactions from patents (1976-2016). (1) Given the product [CH3:1][CH:2]1[CH2:6][CH2:5][CH:4]([CH3:7])[N:3]1[C:10]([C:12]1[C:16]([NH:17][C:18]([C:20]2[C:25]([NH:26][C:27]3[CH:28]=[N:29][CH:30]=[N:31][CH:32]=3)=[CH:24][CH:23]=[C:22]([CH:33]3[CH2:35][CH2:34]3)[N:21]=2)=[O:19])=[CH:15][N:14]([CH3:36])[N:13]=1)=[O:9], predict the reactants needed to synthesize it. The reactants are: [CH3:1][CH:2]1[CH2:6][CH2:5][CH:4]([CH3:7])[NH:3]1.C[O:9][C:10]([C:12]1[C:16]([NH:17][C:18]([C:20]2[C:25]([NH:26][C:27]3[CH:28]=[N:29][CH:30]=[N:31][CH:32]=3)=[CH:24][CH:23]=[C:22]([CH:33]3[CH2:35][CH2:34]3)[N:21]=2)=[O:19])=[CH:15][N:14]([CH3:36])[N:13]=1)=O. (2) Given the product [Br:13][C:14]1[C:18]([Br:19])=[CH:17][S:16][C:15]=1[CH:23]=[O:24], predict the reactants needed to synthesize it. The reactants are: C(NC(C)C)(C)C.[Li]CCCC.[Br:13][C:14]1[C:18]([Br:19])=[CH:17][S:16][CH:15]=1.CN([CH:23]=[O:24])C. (3) Given the product [Cl:23][C:24]1[CH:31]=[CH:30][C:27]([CH2:28][NH:8][C:6](=[O:7])[C:5]2[C:9]([CH3:20])=[CH:10][C:11]([N:13]3[CH2:18][CH2:17][O:16][CH2:15][C@H:14]3[CH3:19])=[CH:12][C:4]=2[S:3][CH2:1][CH3:2])=[CH:26][CH:25]=1, predict the reactants needed to synthesize it. The reactants are: [CH2:1]([S:3][C:4]1[CH:12]=[C:11]([N:13]2[CH2:18][CH2:17][O:16][CH2:15][C@H:14]2[CH3:19])[CH:10]=[C:9]([CH3:20])[C:5]=1[C:6]([NH2:8])=[O:7])[CH3:2].[OH-].[Na+].[Cl:23][C:24]1[CH:31]=[CH:30][C:27]([CH2:28]Br)=[CH:26][CH:25]=1. (4) Given the product [C@@H:1]1([N:10]2[C:19]3[N:18]=[CH:17][N:16]=[C:14]([OH:15])[C:13]=3[N:12]=[CH:11]2)[O:9][C@H:6]([CH2:7][O:8][P:21]([OH:23])([OH:22])=[O:20])[C@@H:4]([OH:5])[C@H:2]1[OH:3], predict the reactants needed to synthesize it. The reactants are: [C@@H:1]1([N:10]2[C:19]3[N:18]=[CH:17][N:16]=[C:14]([OH:15])[C:13]=3[N:12]=[CH:11]2)[O:9][C@H:6]([CH2:7][OH:8])[C@@H:4]([OH:5])[C@H:2]1[OH:3].[O-:20][P:21]([O:20][P:21]([O:20][P:21]([O-])([O-:23])=[O:22])([O-:23])=[O:22])([O-:23])=[O:22].C1(CC([O-])=O)C=CC=CC=1.[Na+].[Na+].C1(CC([O-])=O)C=CC=CC=1.C(OP([O-])([O-])=O)(=O)N.[Na+].[Na+]. (5) Given the product [CH2:20]([N:28]1[CH:33]2[CH2:34][CH2:35][CH:29]1[CH2:30][C:31](=[C:1]([C:2]1[CH:7]=[CH:6][CH:5]=[CH:4][CH:3]=1)[C:9]1[CH:19]=[CH:18][C:12]([C:13]([O:15][CH2:16][CH3:17])=[O:14])=[CH:11][CH:10]=1)[CH2:32]2)[CH2:21][C:22]1[CH:27]=[CH:26][CH:25]=[CH:24][CH:23]=1, predict the reactants needed to synthesize it. The reactants are: [C:1]([C:9]1[CH:19]=[CH:18][C:12]([C:13]([O:15][CH2:16][CH3:17])=[O:14])=[CH:11][CH:10]=1)(=O)[C:2]1[CH:7]=[CH:6][CH:5]=[CH:4][CH:3]=1.[CH2:20]([N:28]1[CH:33]2[CH2:34][CH2:35][CH:29]1[CH2:30][C:31](=O)[CH2:32]2)[CH2:21][C:22]1[CH:27]=[CH:26][CH:25]=[CH:24][CH:23]=1.C([O-])([O-])=O.[K+].[K+]. (6) Given the product [NH2:15][C@H:16]1[CH2:23][CH2:22][CH2:21][CH2:20][CH2:19][N:18]([C:24]2[CH:29]=[CH:28][CH:27]=[CH:26][CH:25]=2)[C:17]1=[O:30], predict the reactants needed to synthesize it. The reactants are: Cl.N[C@@H]1C(=O)N2CCCC[C@@H]2CCC1.[NH2:15][C@H:16]1[CH2:23][CH2:22][CH:21]=[CH:20][CH2:19][N:18]([C:24]2[CH:29]=[CH:28][CH:27]=[CH:26][CH:25]=2)[C:17]1=[O:30]. (7) Given the product [F:6][C:7]1[CH:12]=[CH:11][C:10]([N+:16]([O-:18])=[O:17])=[CH:9][C:8]=1[C:13](=[O:15])[CH3:14], predict the reactants needed to synthesize it. The reactants are: OS(O)(=O)=O.[F:6][C:7]1[CH:12]=[CH:11][CH:10]=[CH:9][C:8]=1[C:13](=[O:15])[CH3:14].[N+:16]([O-])([OH:18])=[O:17]. (8) Given the product [P:1](=[O:2])([OH:5])([OH:4])[OH:3].[OH2:8].[OH2:15].[S:14]([O-:18])([O-:17])(=[O:16])=[O:15].[Ca+2:6], predict the reactants needed to synthesize it. The reactants are: [P:1]([O-:5])([O-:4])([O-:3])=[O:2].[Ca+2:6].P([O-])([O-])([O-])=[O:8].[Ca+2].[Ca+2].[S:14](=[O:18])(=[O:17])([OH:16])[OH:15]. (9) Given the product [F:34][C:35]1[C:36]([F:53])=[CH:37][C:38]2[O:52][CH2:51][C:41]3([C:49]4[C:44](=[CH:45][CH:46]=[CH:47][CH:48]=4)[N:43]([CH2:12][CH:13]4[CH2:14][CH2:15][N:16]([C:19]([O:21][C:22]([CH3:23])([CH3:24])[CH3:25])=[O:20])[CH2:17][CH2:18]4)[C:42]3=[O:50])[C:39]=2[CH:40]=1, predict the reactants needed to synthesize it. The reactants are: S(O[CH2:12][CH:13]1[CH2:18][CH2:17][N:16]([C:19]([O:21][C:22]([CH3:25])([CH3:24])[CH3:23])=[O:20])[CH2:15][CH2:14]1)(C1C=CC(C)=CC=1)(=O)=O.BrCC1CCCCO1.[F:34][C:35]1[C:36]([F:53])=[CH:37][C:38]2[O:52][CH2:51][C:41]3([C:49]4[C:44](=[CH:45][CH:46]=[CH:47][CH:48]=4)[NH:43][C:42]3=[O:50])[C:39]=2[CH:40]=1.N1C2C(=CC=CC=2)C2(COC3C=C4C(=CC2=3)CCO4)C1=O. (10) Given the product [CH3:71][C:69]([CH3:72])([O:68][C:66]([NH:40][CH:41]([CH2:42][S:43][C:44]([C:57]1[CH:62]=[CH:61][CH:60]=[CH:59][CH:58]=1)([C:51]1[CH:52]=[CH:53][CH:54]=[CH:55][CH:56]=1)[C:45]1[CH:46]=[CH:47][CH:48]=[CH:49][CH:50]=1)[C:63]([N:15]1[CH2:14][CH2:13][N:12]2[CH:39]=[C:9]([C:4]3[CH:5]=[CH:6][CH:7]=[CH:8][C:3]=3[O:2][CH3:1])[N:10]=[C:11]2[CH:16]1[CH2:17][CH2:18][S:19][C:20]([C:33]1[CH:34]=[CH:35][CH:36]=[CH:37][CH:38]=1)([C:27]1[CH:28]=[CH:29][CH:30]=[CH:31][CH:32]=1)[C:21]1[CH:26]=[CH:25][CH:24]=[CH:23][CH:22]=1)=[O:64])=[O:67])[CH3:70], predict the reactants needed to synthesize it. The reactants are: [CH3:1][O:2][C:3]1[CH:8]=[CH:7][CH:6]=[CH:5][C:4]=1[C:9]1[N:10]=[C:11]2[CH:16]([CH2:17][CH2:18][S:19][C:20]([C:33]3[CH:38]=[CH:37][CH:36]=[CH:35][CH:34]=3)([C:27]3[CH:32]=[CH:31][CH:30]=[CH:29][CH:28]=3)[C:21]3[CH:26]=[CH:25][CH:24]=[CH:23][CH:22]=3)[NH:15][CH2:14][CH2:13][N:12]2[CH:39]=1.[NH:40]([C:66]([O:68][C:69]([CH3:72])([CH3:71])[CH3:70])=[O:67])[C@H:41]([C:63](O)=[O:64])[CH2:42][S:43][C:44]([C:57]1[CH:62]=[CH:61][CH:60]=[CH:59][CH:58]=1)([C:51]1[CH:56]=[CH:55][CH:54]=[CH:53][CH:52]=1)[C:45]1[CH:50]=[CH:49][CH:48]=[CH:47][CH:46]=1.CN1CCOCC1.C1C=NC2N(O)N=NC=2C=1.C(Cl)CCl.